This data is from Peptide-MHC class I binding affinity with 185,985 pairs from IEDB/IMGT. The task is: Regression. Given a peptide amino acid sequence and an MHC pseudo amino acid sequence, predict their binding affinity value. This is MHC class I binding data. (1) The peptide sequence is MPLKVQVCI. The MHC is HLA-B08:01 with pseudo-sequence HLA-B08:01. The binding affinity (normalized) is 0.380. (2) The binding affinity (normalized) is 0.200. The MHC is HLA-B15:01 with pseudo-sequence HLA-B15:01. The peptide sequence is ILKGKFQTA. (3) The peptide sequence is FSSLRREHIK. The binding affinity (normalized) is 0.580. The MHC is HLA-A68:01 with pseudo-sequence HLA-A68:01.